Dataset: Full USPTO retrosynthesis dataset with 1.9M reactions from patents (1976-2016). Task: Predict the reactants needed to synthesize the given product. (1) Given the product [S:1]1[CH:5]=[CH:4][C:3]([C:6]2[CH:7]=[CH:8][C:9]([CH:12]([CH3:20])[CH2:13][NH:14][S:15]([CH2:18][CH3:19])(=[O:17])=[O:16])=[CH:10][CH:11]=2)=[CH:2]1, predict the reactants needed to synthesize it. The reactants are: [S:1]1[CH:5]=[CH:4][C:3]([C:6]2[CH:11]=[CH:10][C:9]([CH:12]([CH3:20])[CH2:13][NH:14][S:15]([CH:18]=[CH2:19])(=[O:17])=[O:16])=[CH:8][CH:7]=2)=[CH:2]1. (2) Given the product [OH:1][C:2]1[CH:7]=[CH:6][C:5]([S:8]([N:27]2[CH2:28][CH2:29][S:30][C:25]([CH3:24])([CH3:38])[C@@H:26]2[C:31]([O:33][C:34]([CH3:37])([CH3:36])[CH3:35])=[O:32])(=[O:10])=[O:9])=[CH:4][CH:3]=1, predict the reactants needed to synthesize it. The reactants are: [OH:1][C:2]1[CH:7]=[CH:6][C:5]([S:8](Cl)(=[O:10])=[O:9])=[CH:4][CH:3]=1.C[Si](C([Si](C)(C)C)C(N)=O)(C)C.[CH3:24][C:25]1([CH3:38])[S:30][CH2:29][CH2:28][NH:27][C@H:26]1[C:31]([O:33][C:34]([CH3:37])([CH3:36])[CH3:35])=[O:32].CN1CCOCC1. (3) Given the product [NH:1]([C:20]([O:19][C:16]([CH3:18])([CH3:17])[CH3:15])=[O:21])[C@@H:2]([C:5]([OH:7])=[O:6])[CH2:3][OH:4], predict the reactants needed to synthesize it. The reactants are: [NH2:1][C@@H:2]([C:5]([OH:7])=[O:6])[CH2:3][OH:4].C(N(CC)CC)C.[CH3:15][C:16]([O:19][C:20](O[C:20]([O:19][C:16]([CH3:18])([CH3:17])[CH3:15])=[O:21])=[O:21])([CH3:18])[CH3:17]. (4) Given the product [F:17][C:18]1[CH:23]=[CH:22][C:21]([N:24]2[C:28]3[CH:29]=[C:30]4[C@:35]([CH:37]([C:2]5[O:1][CH:5]=[CH:4][N:3]=5)[OH:38])([CH2:36][C:27]=3[CH:26]=[N:25]2)[CH2:34][N:33]([S:39]([C:42]2[CH:43]=[CH:44][C:45]([C:48]([F:51])([F:49])[F:50])=[CH:46][CH:47]=2)(=[O:41])=[O:40])[CH2:32][CH2:31]4)=[CH:20][CH:19]=1, predict the reactants needed to synthesize it. The reactants are: [O:1]1[CH:5]=[CH:4][N:3]=[CH:2]1.B.O1CCCC1.C([Li])CCC.[F:17][C:18]1[CH:23]=[CH:22][C:21]([N:24]2[C:28]3[CH:29]=[C:30]4[C@:35]([CH:37]=[O:38])([CH2:36][C:27]=3[CH:26]=[N:25]2)[CH2:34][N:33]([S:39]([C:42]2[CH:47]=[CH:46][C:45]([C:48]([F:51])([F:50])[F:49])=[CH:44][CH:43]=2)(=[O:41])=[O:40])[CH2:32][CH2:31]4)=[CH:20][CH:19]=1. (5) Given the product [CH:23]1([CH2:26][NH:1][C:2]2[CH:3]=[CH:4][C:5]([O:6][C:7]3[CH:8]=[C:9]([CH:14]=[C:15]([O:17][CH:18]([CH3:20])[CH3:19])[CH:16]=3)[C:10]([O:12][CH3:13])=[O:11])=[CH:21][CH:22]=2)[CH2:25][CH2:24]1, predict the reactants needed to synthesize it. The reactants are: [NH2:1][C:2]1[CH:22]=[CH:21][C:5]([O:6][C:7]2[CH:8]=[C:9]([CH:14]=[C:15]([O:17][CH:18]([CH3:20])[CH3:19])[CH:16]=2)[C:10]([O:12][CH3:13])=[O:11])=[CH:4][CH:3]=1.[CH:23]1([CH:26]=O)[CH2:25][CH2:24]1.C(O[BH-](OC(=O)C)OC(=O)C)(=O)C.[Na+].C(=O)([O-])O.[Na+]. (6) Given the product [OH:26][C@@H:27]([CH3:52])[CH2:28][O:29][NH:30][C:31]([C:33]1[N:41]([CH3:42])[C:40]2[CH:39]=[CH:38][N:37]=[CH:36][C:35]=2[C:34]=1[NH:43][C:44]1[CH:49]=[CH:48][C:47]([I:50])=[CH:46][C:45]=1[F:51])=[O:32], predict the reactants needed to synthesize it. The reactants are: CCCC[N+](CCCC)(CCCC)CCCC.[F-].[Si]([O:26][C@@H:27]([CH3:52])[CH2:28][O:29][NH:30][C:31]([C:33]1[N:41]([CH3:42])[C:40]2[CH:39]=[CH:38][N:37]=[CH:36][C:35]=2[C:34]=1[NH:43][C:44]1[CH:49]=[CH:48][C:47]([I:50])=[CH:46][C:45]=1[F:51])=[O:32])(C(C)(C)C)(C)C.